The task is: Predict the reactants needed to synthesize the given product.. This data is from Full USPTO retrosynthesis dataset with 1.9M reactions from patents (1976-2016). (1) The reactants are: [CH3:1][O-].[Na+].CO.CC1C=CC(S([O:16][CH2:17][C@@H:18]2[CH2:22][CH2:21][C:20](=[O:23])[O:19]2)(=O)=O)=CC=1.CO. Given the product [O:16]1[CH2:17][C@@H:18]1[CH2:22][CH2:21][C:20]([O:19][CH3:1])=[O:23], predict the reactants needed to synthesize it. (2) Given the product [NH2:20][C:18]([C:3]1[CH:4]=[N:5][C:6]2[C:11]([C:2]=1[NH:21][C:22]1[CH:31]=[CH:30][CH:29]=[C:28]3[C:23]=1[CH2:24][CH2:25][N:26]([C:32]([O:34][C:35]([CH3:38])([CH3:37])[CH3:36])=[O:33])[CH2:27]3)=[CH:10][C:9]([O:12][CH2:13][CH3:14])=[C:8]([O:15][CH2:16][CH3:17])[CH:7]=2)=[O:19], predict the reactants needed to synthesize it. The reactants are: Cl[C:2]1[C:11]2[C:6](=[CH:7][C:8]([O:15][CH2:16][CH3:17])=[C:9]([O:12][CH2:13][CH3:14])[CH:10]=2)[N:5]=[CH:4][C:3]=1[C:18]([NH2:20])=[O:19].[NH2:21][C:22]1[CH:31]=[CH:30][CH:29]=[C:28]2[C:23]=1[CH2:24][CH2:25][N:26]([C:32]([O:34][C:35]([CH3:38])([CH3:37])[CH3:36])=[O:33])[CH2:27]2.C(O)(=O)C. (3) Given the product [Cl:3][C:4]1[CH:5]=[C:6]([C:11](=[O:13])[CH2:12][C:14]([O:15][CH3:16])=[O:17])[CH:7]=[CH:8][C:9]=1[Cl:10], predict the reactants needed to synthesize it. The reactants are: [H-].[Na+].[Cl:3][C:4]1[CH:5]=[C:6]([C:11](=[O:13])[CH3:12])[CH:7]=[CH:8][C:9]=1[Cl:10].[C:14](=O)([O:17]C)[O:15][CH3:16]. (4) Given the product [N:23]([C@@H:15]([C:16]1[NH:13][C:11](=[O:12])[C:3]2[O:4][C:5]3[CH:10]=[CH:9][CH:8]=[CH:7][C:6]=3[C:2]=2[N:1]=1)[CH:19]([CH3:21])[CH3:20])=[N+:24]=[N-:25], predict the reactants needed to synthesize it. The reactants are: [NH2:1][C:2]1[C:6]2[CH:7]=[CH:8][CH:9]=[CH:10][C:5]=2[O:4][C:3]=1[C:11]([NH2:13])=[O:12].Br[C@@H:15]([CH:19]([CH3:21])[CH3:20])[C:16](Cl)=O.O.[N-:23]=[N+:24]=[N-:25].[Na+]. (5) The reactants are: [OH:1][N:2]=[C:3]([C:5]1[C:6]([I:22])=[C:7]([C:15]2[CH:20]=[CH:19][C:18]([OH:21])=[CH:17][CH:16]=2)[CH:8]=[C:9]([C:11]([F:14])([F:13])[F:12])[CH:10]=1)[NH2:4].[CH3:23][C:24]([CH3:26])=O. Given the product [CH3:23][C:24]1([CH3:26])[O:1][N:2]=[C:3]([C:5]2[C:6]([I:22])=[C:7]([C:15]3[CH:20]=[CH:19][C:18]([OH:21])=[CH:17][CH:16]=3)[CH:8]=[C:9]([C:11]([F:13])([F:14])[F:12])[CH:10]=2)[NH:4]1, predict the reactants needed to synthesize it. (6) Given the product [F:9][C:8]([F:11])([F:10])[C:7]1[CH:6]=[CH:5][N:4]=[CH:3][C:2]=1[OH:13], predict the reactants needed to synthesize it. The reactants are: N[C:2]1[CH:3]=[N:4][CH:5]=[CH:6][C:7]=1[C:8]([F:11])([F:10])[F:9].N([O-])=[O:13].[Na+].C(=O)(O)[O-].[Na+]. (7) The reactants are: CN(CC)C.[CH2:6]([N:13]1[CH2:35][CH2:34][N:16]2[C:17]3[CH:33]=[CH:32][CH:31]=[CH:30][C:18]=3[N:19]([C:22]([C:24]3[CH:29]=[CH:28][N:27]=[CH:26][CH:25]=3)=O)[CH2:20][CH2:21][CH:15]2[CH2:14]1)[C:7]1[CH:12]=[CH:11][CH:10]=[CH:9][CH:8]=1. Given the product [CH2:6]([N:13]1[CH2:35][CH2:34][N:16]2[C:17]3[CH:33]=[CH:32][CH:31]=[CH:30][C:18]=3[N:19]([CH2:22][C:24]3[CH:25]=[CH:26][N:27]=[CH:28][CH:29]=3)[CH2:20][CH2:21][CH:15]2[CH2:14]1)[C:7]1[CH:12]=[CH:11][CH:10]=[CH:9][CH:8]=1, predict the reactants needed to synthesize it. (8) Given the product [C:5]([O:9][C:10]([N:12]1[CH2:17][CH2:16][CH:15]([C:25]2[N:26]([CH3:29])[C:27]3[C:23]([N:24]=2)=[C:22]([N:31]2[CH2:36][CH2:35][O:34][CH2:33][CH2:32]2)[N:21]=[C:20]([Cl:19])[N:28]=3)[CH2:14][CH2:13]1)=[O:11])([CH3:8])([CH3:7])[CH3:6], predict the reactants needed to synthesize it. The reactants are: BrCCBr.[C:5]([O:9][C:10]([N:12]1[CH2:17][CH2:16][CH:15](I)[CH2:14][CH2:13]1)=[O:11])([CH3:8])([CH3:7])[CH3:6].[Cl:19][C:20]1[N:28]=[C:27]2[C:23]([N:24]=[C:25](I)[N:26]2[CH3:29])=[C:22]([N:31]2[CH2:36][CH2:35][O:34][CH2:33][CH2:32]2)[N:21]=1.C(Cl)Cl. (9) Given the product [CH3:1][C:2]1[CH:7]=[C:6]([N+:8]([O-:10])=[O:9])[CH:5]=[CH:4][C:3]=1[N:11]=[C:12]1[S:16][CH2:15][C:14]2([CH2:17][CH2:18][CH2:19][CH2:20]2)[N:13]1[CH2:24][CH:21]1[CH2:23][CH2:22]1, predict the reactants needed to synthesize it. The reactants are: [CH3:1][C:2]1[CH:7]=[C:6]([N+:8]([O-:10])=[O:9])[CH:5]=[CH:4][C:3]=1[N:11]=[C:12]1[S:16][CH2:15][C:14]2([CH2:20][CH2:19][CH2:18][CH2:17]2)[NH:13]1.[CH:21]1([CH2:24]Br)[CH2:23][CH2:22]1. (10) Given the product [F:41][C:42]([F:58])([C:52]1[CH:57]=[CH:56][CH:55]=[CH:54][CH:53]=1)[C:43](=[O:51])/[CH:44]=[CH:2]/[C@H:3]1[CH2:7][O:6][C:5](=[O:8])[N:4]1[CH2:9][CH2:10][CH2:11][CH2:12][CH2:13][CH2:14][C:15]#[N:16], predict the reactants needed to synthesize it. The reactants are: O[CH2:2][C@H:3]1[CH2:7][O:6][C:5](=[O:8])[N:4]1[CH2:9][CH2:10][CH2:11][CH2:12][CH2:13][CH2:14][C:15]#[N:16].CC(OI1(OC(C)=O)(OC(C)=O)OC(=O)C2C=CC=CC1=2)=O.[H-].[Na+].[F:41][C:42]([F:58])([C:52]1[CH:57]=[CH:56][CH:55]=[CH:54][CH:53]=1)[C:43](=[O:51])[CH2:44]P(=O)(OC)OC.